From a dataset of Catalyst prediction with 721,799 reactions and 888 catalyst types from USPTO. Predict which catalyst facilitates the given reaction. (1) Reactant: [F:1][C:2]([F:19])([F:18])[O:3][C:4]1[CH:9]=[CH:8][C:7]([S:10][C:11]2[C:12](=[O:17])[NH:13][CH:14]=[CH:15][N:16]=2)=[CH:6][CH:5]=1.Br[C:21]1[CH:32]=[CH:31][C:24]([O:25][CH2:26][C:27]([CH3:30])([OH:29])[CH3:28])=[C:23]([CH3:33])[CH:22]=1.CNCCNC.[O-]P([O-])([O-])=O.[K+].[K+].[K+]. Product: [OH:29][C:27]([CH3:30])([CH3:28])[CH2:26][O:25][C:24]1[CH:31]=[CH:32][C:21]([N:13]2[CH:14]=[CH:15][N:16]=[C:11]([S:10][C:7]3[CH:6]=[CH:5][C:4]([O:3][C:2]([F:1])([F:18])[F:19])=[CH:9][CH:8]=3)[C:12]2=[O:17])=[CH:22][C:23]=1[CH3:33]. The catalyst class is: 185. (2) Reactant: [C:1]1([C:7]2[O:11][N:10]=[C:9]([C:12](F)=[O:13])[C:8]=2[C:15]([F:18])([F:17])[F:16])[CH:6]=[CH:5][CH:4]=[CH:3][CH:2]=1.CCN(C(C)C)C(C)C.[OH:28][CH:29]([C:43]1[CH:48]=[CH:47][C:46](/[C:49](=[N:51]/O)/[NH2:50])=[CH:45][CH:44]=1)[CH2:30][N:31]1[CH2:36][CH2:35][CH2:34][C@H:33]([CH2:37][C:38]([O:40][CH2:41][CH3:42])=[O:39])[CH2:32]1.CCCC[N+](CCCC)(CCCC)CCCC.[F-].C1COCC1. Product: [OH:28][CH:29]([C:43]1[CH:48]=[CH:47][C:46]([C:49]2[N:51]=[C:12]([C:9]3[C:8]([C:15]([F:18])([F:17])[F:16])=[C:7]([C:1]4[CH:6]=[CH:5][CH:4]=[CH:3][CH:2]=4)[O:11][N:10]=3)[O:13][N:50]=2)=[CH:45][CH:44]=1)[CH2:30][N:31]1[CH2:36][CH2:35][CH2:34][C@H:33]([CH2:37][C:38]([O:40][CH2:41][CH3:42])=[O:39])[CH2:32]1. The catalyst class is: 115.